This data is from Full USPTO retrosynthesis dataset with 1.9M reactions from patents (1976-2016). The task is: Predict the reactants needed to synthesize the given product. (1) Given the product [Cl:1][C:2]1[N:3]=[C:4]([NH:31][C:29]([CH3:32])([CH3:30])[CH2:28][C:25]2[CH:26]=[CH:27][C:22]([F:21])=[CH:23][CH:24]=2)[C:5]2[CH2:10][N:9]([CH2:11][C:12]3[CH:17]=[CH:16][CH:15]=[CH:14][C:13]=3[Cl:18])[C:8](=[O:19])[C:6]=2[N:7]=1, predict the reactants needed to synthesize it. The reactants are: [Cl:1][C:2]1[N:3]=[C:4](Cl)[C:5]2[CH2:10][N:9]([CH2:11][C:12]3[CH:17]=[CH:16][CH:15]=[CH:14][C:13]=3[Cl:18])[C:8](=[O:19])[C:6]=2[N:7]=1.[F:21][C:22]1[CH:27]=[CH:26][C:25]([CH2:28][C:29]([CH3:32])([NH2:31])[CH3:30])=[CH:24][CH:23]=1.CCN(C(C)C)C(C)C. (2) Given the product [CH3:38][O:39][CH2:40][CH2:41][CH2:42][NH:43][S:26]([NH:29][C:30](=[O:31])[O:24][CH2:23][CH2:22][CH2:21][C:11]1[CH:12]=[CH:13][C:14]([O:16][CH2:17][CH2:18][O:19][CH3:20])=[CH:15][C:10]=1[O:9][C:3]1[C:2]([Cl:1])=[CH:7][C:6]([Cl:8])=[CH:5][N:4]=1)(=[O:28])=[O:27], predict the reactants needed to synthesize it. The reactants are: [Cl:1][C:2]1[C:3]([O:9][C:10]2[CH:15]=[C:14]([O:16][CH2:17][CH2:18][O:19][CH3:20])[CH:13]=[CH:12][C:11]=2[CH2:21][CH2:22][CH2:23][OH:24])=[N:4][CH:5]=[C:6]([Cl:8])[CH:7]=1.Cl[S:26]([N:29]=[C:30]=[O:31])(=[O:28])=[O:27].N1C=CC=CC=1.[CH3:38][O:39][CH2:40][CH2:41][CH2:42][NH2:43].